Dataset: Forward reaction prediction with 1.9M reactions from USPTO patents (1976-2016). Task: Predict the product of the given reaction. (1) Given the reactants [CH3:1][C:2]1[C:7]([Cl:8])=[N:6][CH:5]=[CH:4][N:3]=1.[Cl:9]N1C(=O)N(Cl)C(=O)N(Cl)C1=O, predict the reaction product. The product is: [Cl:9][CH2:1][C:2]1[C:7]([Cl:8])=[N:6][CH:5]=[CH:4][N:3]=1. (2) Given the reactants [Cl:1][C:2]1[N:7]=[CH:6][N:5]=[C:4]([C:8]([NH:10][C:11]2[CH:16]=[CH:15][C:14]([S:17](Cl)(=[O:19])=[O:18])=[CH:13][C:12]=2[CH3:21])=[O:9])[CH:3]=1.[CH3:22][NH:23][CH2:24][C:25]([O:27][CH3:28])=[O:26].C(NC(C)C)(C)C, predict the reaction product. The product is: [Cl:1][C:2]1[N:7]=[CH:6][N:5]=[C:4]([C:8]([NH:10][C:11]2[CH:16]=[CH:15][C:14]([S:17]([N:23]([CH2:24][C:25]([O:27][CH3:28])=[O:26])[CH3:22])(=[O:19])=[O:18])=[CH:13][C:12]=2[CH3:21])=[O:9])[CH:3]=1.